This data is from Tyrosyl-DNA phosphodiesterase HTS with 341,365 compounds. The task is: Binary Classification. Given a drug SMILES string, predict its activity (active/inactive) in a high-throughput screening assay against a specified biological target. (1) The molecule is Fc1cc(NC(=O)CNC(=O)c2cc(n3nnnc3)ccc2)ccc1F. The result is 0 (inactive). (2) The compound is o1c(CNC(=O)COC(=O)COc2ccccc2)ccc1. The result is 0 (inactive). (3) The compound is S(c1n(c(nn1)CCc1[nH]c2c(n1)cccc2)C)CC(OC)=O. The result is 0 (inactive). (4) The drug is Clc1c(CCC(=O)C)c(nc2c1cc(cc2)C(OCC)=O)C. The result is 0 (inactive). (5) The drug is O=C(NCC(=O)Nc1c(cccc1)C)Cc1c2c(ccc1)cccc2. The result is 0 (inactive).